Task: Predict the reactants needed to synthesize the given product.. Dataset: Full USPTO retrosynthesis dataset with 1.9M reactions from patents (1976-2016) (1) The reactants are: [S:1]1[CH:5]=[CH:4][N:3]=[C:2]1[CH:6]1[CH2:11][CH2:10][N:9]([C:12]([O:14][C:15]([CH3:18])([CH3:17])[CH3:16])=[O:13])[CH2:8][CH2:7]1.C1C(=O)N([Br:26])C(=O)C1. Given the product [Br:26][C:5]1[S:1][C:2]([CH:6]2[CH2:7][CH2:8][N:9]([C:12]([O:14][C:15]([CH3:18])([CH3:17])[CH3:16])=[O:13])[CH2:10][CH2:11]2)=[N:3][CH:4]=1, predict the reactants needed to synthesize it. (2) Given the product [NH2:21][C:22]1[S:23][C:24]2[CH:33]=[CH:32][CH:31]=[CH:30][C:25]=2[C:26]=1[C:27]([N:15]1[CH2:14][CH2:13][CH:12]([C:8]2[CH:7]=[C:6]([CH:11]=[CH:10][CH:9]=2)[C:5]([N:4]([CH2:2][CH3:3])[CH2:19][CH3:20])=[O:18])[CH2:17][CH2:16]1)=[O:28], predict the reactants needed to synthesize it. The reactants are: Cl.[CH2:2]([N:4]([CH2:19][CH3:20])[C:5](=[O:18])[C:6]1[CH:11]=[CH:10][CH:9]=[C:8]([CH:12]2[CH2:17][CH2:16][NH:15][CH2:14][CH2:13]2)[CH:7]=1)[CH3:3].[NH2:21][C:22]1[S:23][C:24]2[CH:33]=[CH:32][CH:31]=[CH:30][C:25]=2[C:26]=1[C:27](O)=[O:28]. (3) Given the product [CH3:12][O:13][C:14]1[CH:25]=[CH:24][CH:23]=[CH:22][C:15]=1[CH:16]([N:17]1[CH2:21][CH2:20][CH2:19][CH2:18]1)[C:4]1[C:5]2[C:10](=[CH:9][CH:8]=[CH:7][CH:6]=2)[N:2]([CH3:1])[CH:3]=1, predict the reactants needed to synthesize it. The reactants are: [CH3:1][N:2]1[C:10]2[C:5](=[CH:6][CH:7]=[CH:8][CH:9]=2)[CH:4]=[CH:3]1.[Cl-].[CH3:12][O:13][C:14]1[CH:25]=[CH:24][CH:23]=[CH:22][C:15]=1[CH:16]=[N+:17]1[CH2:21][CH2:20][CH2:19][CH2:18]1. (4) The reactants are: [Li+].C[Si]([N-][Si](C)(C)C)(C)C.[CH3:11][O:12][CH:13]1[CH2:18][CH2:17][CH2:16][CH:15]([OH:19])[CH2:14]1.F[C:21]1[CH:26]=[C:25]([F:27])[CH:24]=[CH:23][C:22]=1[N+:28]([O-:30])=[O:29]. Given the product [F:27][C:25]1[CH:24]=[CH:23][C:22]([N+:28]([O-:30])=[O:29])=[C:21]([O:19][C@H:15]2[CH2:16][CH2:17][CH2:18][C@@H:13]([O:12][CH3:11])[CH2:14]2)[CH:26]=1, predict the reactants needed to synthesize it. (5) Given the product [F:20][C:21]1[CH:26]=[CH:25][C:24]([C:2]2[CH:3]=[N:4][C:5]3[N:6]([CH:8]=[C:9]([CH2:11][O:12][C:13]4[CH:18]=[CH:17][C:16]([F:19])=[CH:15][CH:14]=4)[N:10]=3)[CH:7]=2)=[C:23]([OH:30])[CH:22]=1, predict the reactants needed to synthesize it. The reactants are: Br[C:2]1[CH:3]=[N:4][C:5]2[N:6]([CH:8]=[C:9]([CH2:11][O:12][C:13]3[CH:18]=[CH:17][C:16]([F:19])=[CH:15][CH:14]=3)[N:10]=2)[CH:7]=1.[F:20][C:21]1[CH:26]=[CH:25][C:24](B(O)O)=[C:23]([OH:30])[CH:22]=1. (6) Given the product [F:39][C:30]1[CH:31]=[CH:32][C:33]([C:35]([F:36])([F:37])[F:38])=[CH:34][C:29]=1[NH:28][C:26](=[O:27])[NH:25][C:22]1[CH:21]=[CH:20][C:19]([C:10]2[C:11]([C:14]([N:1]3[CH2:5][CH2:4][CH2:3][CH2:2]3)=[O:16])=[CH:12][NH:13][C:9]=2[C:6]([NH2:7])=[O:8])=[CH:24][CH:23]=1, predict the reactants needed to synthesize it. The reactants are: [NH:1]1[CH2:5][CH2:4][CH2:3][CH2:2]1.[C:6]([C:9]1[NH:13][CH:12]=[C:11]([C:14]([O:16]CC)=O)[C:10]=1[C:19]1[CH:24]=[CH:23][C:22]([NH:25][C:26]([NH:28][C:29]2[CH:34]=[C:33]([C:35]([F:38])([F:37])[F:36])[CH:32]=[CH:31][C:30]=2[F:39])=[O:27])=[CH:21][CH:20]=1)(=[O:8])[NH2:7]. (7) Given the product [F:1][C:2]1[CH:3]=[CH:4][C:5]([C:8]2[O:9][C:10]3[CH:20]=[C:19]([N:21]([CH2:26][CH2:27][CH:28]=[O:29])[S:22]([CH3:25])(=[O:24])=[O:23])[C:18]([C:30]4[CH:35]=[CH:34][CH:33]=[C:32]([C:36]5[O:37][C:38]6[C:39]([N:44]=5)=[N:40][CH:41]=[CH:42][CH:43]=6)[CH:31]=4)=[CH:17][C:11]=3[C:12]=2[C:13]([NH:15][CH3:16])=[O:14])=[CH:6][CH:7]=1, predict the reactants needed to synthesize it. The reactants are: [F:1][C:2]1[CH:7]=[CH:6][C:5]([C:8]2[O:9][C:10]3[CH:20]=[C:19]([N:21]([CH2:26][CH2:27][CH2:28][OH:29])[S:22]([CH3:25])(=[O:24])=[O:23])[C:18]([C:30]4[CH:35]=[CH:34][CH:33]=[C:32]([C:36]5[O:37][C:38]6[C:39]([N:44]=5)=[N:40][CH:41]=[CH:42][CH:43]=6)[CH:31]=4)=[CH:17][C:11]=3[C:12]=2[C:13]([NH:15][CH3:16])=[O:14])=[CH:4][CH:3]=1. (8) Given the product [CH2:1]([O:8][C:9]1[C:14]([C:15](=[O:25])[NH:16][CH2:17][C:18]2[CH:19]=[CH:20][C:21]([F:24])=[CH:22][CH:23]=2)=[CH:13][N:12]=[C:11]([C:26]([OH:28])=[O:27])[C:10]=1[O:30][CH3:31])[C:2]1[CH:7]=[CH:6][CH:5]=[CH:4][CH:3]=1, predict the reactants needed to synthesize it. The reactants are: [CH2:1]([O:8][C:9]1[C:14]([C:15](=[O:25])[NH:16][CH2:17][C:18]2[CH:23]=[CH:22][C:21]([F:24])=[CH:20][CH:19]=2)=[CH:13][N:12]=[C:11]([C:26]([O:28]C)=[O:27])[C:10]=1[O:30][CH3:31])[C:2]1[CH:7]=[CH:6][CH:5]=[CH:4][CH:3]=1.[OH-].[Na+].Cl.